This data is from Forward reaction prediction with 1.9M reactions from USPTO patents (1976-2016). The task is: Predict the product of the given reaction. (1) Given the reactants [C:1]([Si:5]([C:37]1[CH:42]=[CH:41][CH:40]=[CH:39][CH:38]=1)([C:31]1[CH:36]=[CH:35][CH:34]=[CH:33][CH:32]=1)[O:6][CH2:7][C@H:8]([N:10]1[C:15]2=[N:16][C:17](Cl)=[N:18][CH:19]=[C:14]2[C@H:13]([CH3:21])[N:12]([C:22]2[CH:27]=[CH:26][C:25]([O:28][CH3:29])=[CH:24][CH:23]=2)[C:11]1=[O:30])[CH3:9])([CH3:4])([CH3:3])[CH3:2].[NH2:43][C:44]1[CH:49]=[CH:48][CH:47]=[CH:46][CH:45]=1, predict the reaction product. The product is: [C:1]([Si:5]([C:37]1[CH:42]=[CH:41][CH:40]=[CH:39][CH:38]=1)([C:31]1[CH:36]=[CH:35][CH:34]=[CH:33][CH:32]=1)[O:6][CH2:7][C@H:8]([N:10]1[C:15]2=[N:16][C:17]([NH:43][C:44]3[CH:49]=[CH:48][CH:47]=[CH:46][CH:45]=3)=[N:18][CH:19]=[C:14]2[C@H:13]([CH3:21])[N:12]([C:22]2[CH:27]=[CH:26][C:25]([O:28][CH3:29])=[CH:24][CH:23]=2)[C:11]1=[O:30])[CH3:9])([CH3:4])([CH3:3])[CH3:2]. (2) The product is: [CH3:8][CH:6]1[N:7]([CH3:16])[CH:2]([CH3:1])[CH2:3][N:4]([C:9]([O:11][C:12]([CH3:13])([CH3:15])[CH3:14])=[O:10])[CH2:5]1. Given the reactants [CH3:1][CH:2]1[NH:7][CH:6]([CH3:8])[CH2:5][N:4]([C:9]([O:11][C:12]([CH3:15])([CH3:14])[CH3:13])=[O:10])[CH2:3]1.[CH2:16]=O.[BH4-].[Na+], predict the reaction product. (3) Given the reactants C1(N)C=CC(N)=CC=1.C(Cl)(=O)C1C=CC(C([Cl:16])=O)=CC=1.[CH3:21][N:22]1[C:26](=[O:27])[CH2:25]C[CH2:23]1.[Cl-:28].[Cl-].[Ca+2:30], predict the reaction product. The product is: [CH3:25][C:26]([N:22]([CH3:23])[CH3:21])=[O:27].[Cl-:16].[Cl-:28].[Ca+2:30]. (4) Given the reactants [NH2:1][CH:2]([C:10]1[C:11]([O:18][CH3:19])=[N:12][CH:13]=[CH:14][C:15]=1[O:16][CH3:17])[CH2:3][CH2:4][CH2:5][C:6]([O:8]C)=O.[CH3:20][C:21]1[S:22][CH:23]=[C:24]([C:26]2[CH:27]=[C:28]([CH:31]=[CH:32][CH:33]=2)[CH:29]=O)[N:25]=1, predict the reaction product. The product is: [CH3:19][O:18][C:11]1[C:10]([CH:2]2[N:1]([CH2:29][C:28]3[CH:31]=[CH:32][CH:33]=[C:26]([C:24]4[N:25]=[C:21]([CH3:20])[S:22][CH:23]=4)[CH:27]=3)[C:6](=[O:8])[CH2:5][CH2:4][CH2:3]2)=[C:15]([O:16][CH3:17])[CH:14]=[CH:13][N:12]=1. (5) Given the reactants Cl.[F:2][C:3]1[CH:8]=[CH:7][C:6]([NH:9][C:10]2[CH:15]=[CH:14][N:13]=[C:12]([NH:16][C:17]3[CH:22]=[CH:21][C:20]([S:23]([N:26]([CH3:33])[CH:27]4[CH2:32][CH2:31][NH:30][CH2:29][CH2:28]4)(=[O:25])=[O:24])=[CH:19][CH:18]=3)[N:11]=2)=[CH:5][CH:4]=1.[CH3:34][C:35]1[NH:39][C:38]([CH:40]=O)=[CH:37][N:36]=1, predict the reaction product. The product is: [F:2][C:3]1[CH:8]=[CH:7][C:6]([NH:9][C:10]2[CH:15]=[CH:14][N:13]=[C:12]([NH:16][C:17]3[CH:18]=[CH:19][C:20]([S:23]([N:26]([CH3:33])[CH:27]4[CH2:32][CH2:31][N:30]([CH2:40][C:38]5[NH:39][C:35]([CH3:34])=[N:36][CH:37]=5)[CH2:29][CH2:28]4)(=[O:24])=[O:25])=[CH:21][CH:22]=3)[N:11]=2)=[CH:5][CH:4]=1. (6) Given the reactants [C:1]([O:5][CH:6]([C:11]1[C:12]([CH:30]([CH3:32])[CH3:31])=[N:13][C:14]2[C:15]([CH3:29])([CH3:28])[CH2:16][NH:17][CH2:18][C:19]=2[C:20]=1[C:21]1[CH:26]=[CH:25][C:24]([F:27])=[CH:23][CH:22]=1)[C:7]([O:9][CH3:10])=[O:8])([CH3:4])([CH3:3])[CH3:2].[F:33][C:34]1[CH:41]=[CH:40][C:37]([CH:38]=O)=[CH:36][CH:35]=1.CC(O)=O.[BH-](OC(C)=O)(OC(C)=O)OC(C)=O.[Na+], predict the reaction product. The product is: [C:1]([O:5][CH:6]([C:11]1[C:12]([CH:30]([CH3:32])[CH3:31])=[N:13][C:14]2[C:15]([CH3:29])([CH3:28])[CH2:16][N:17]([CH2:38][C:37]3[CH:40]=[CH:41][C:34]([F:33])=[CH:35][CH:36]=3)[CH2:18][C:19]=2[C:20]=1[C:21]1[CH:26]=[CH:25][C:24]([F:27])=[CH:23][CH:22]=1)[C:7]([O:9][CH3:10])=[O:8])([CH3:4])([CH3:3])[CH3:2]. (7) Given the reactants OC[C:3]([CH2:8][OH:9])([CH3:7])[C:4]([OH:6])=[O:5].[OH2:10].[C:11]1([CH3:21])C=CC(S(O)(=O)=O)=C[CH:12]=1, predict the reaction product. The product is: [CH3:12][C:11]1([CH3:21])[O:9][CH2:8][C:3]([CH3:7])([C:4]([OH:6])=[O:5])[O:10]1. (8) Given the reactants [C:1]([O:4][C:5]1[CH:6]=[C:7]([CH:11]=[CH:12][CH:13]=1)[C:8]([OH:10])=O)(=[O:3])[CH3:2].C(N(CC)CC)C.ClC(OCC(C)C)=O.[CH2:29]([O:36][C:37](=[O:40])[CH2:38][NH2:39])[C:30]1[CH:35]=[CH:34][CH:33]=[CH:32][CH:31]=1, predict the reaction product. The product is: [CH2:29]([O:36][C:37](=[O:40])[CH2:38][NH:39][C:8](=[O:10])[C:7]1[CH:11]=[CH:12][CH:13]=[C:5]([O:4][C:1](=[O:3])[CH3:2])[CH:6]=1)[C:30]1[CH:35]=[CH:34][CH:33]=[CH:32][CH:31]=1.